Predict the reactants needed to synthesize the given product. From a dataset of Full USPTO retrosynthesis dataset with 1.9M reactions from patents (1976-2016). (1) Given the product [CH:22]1([CH2:26][N:27]2[C:39]3[CH:38]=[CH:37][C:36]([C:40]4[N:54]([CH2:55][CH:56]5[CH2:57][CH2:58]5)[C:53]5[CH:52]=[CH:51][C:45]([C:46]([OH:48])=[O:47])=[CH:44][C:43]=5[N:42]=4)=[CH:35][C:34]=3[C:33]3[C:28]2=[CH:29][CH:30]=[CH:31][CH:32]=3)[CH2:23][CH2:24][CH2:25]1, predict the reactants needed to synthesize it. The reactants are: C1C2NC3C(=CC=CC=3)C=2C=C(C=O)C=1.C1(CN)CCC1.[CH:22]1([CH2:26][N:27]2[C:39]3[CH:38]=[CH:37][C:36]([CH:40]=O)=[CH:35][C:34]=3[C:33]3[C:28]2=[CH:29][CH:30]=[CH:31][CH:32]=3)[CH2:25][CH2:24][CH2:23]1.[NH2:42][C:43]1[CH:44]=[C:45]([CH:51]=[CH:52][C:53]=1[NH:54][CH2:55][CH:56]1[CH2:58][CH2:57]1)[C:46]([O:48]CC)=[O:47]. (2) Given the product [BrH:16].[C:9]([O:13][C:14](=[O:17])[CH2:15][N:3]1[C:2]([CH3:1])=[C:6]([CH3:7])[S:5][C:4]1=[NH:8])([CH3:12])([CH3:11])[CH3:10], predict the reactants needed to synthesize it. The reactants are: [CH3:1][C:2]1[N:3]=[C:4]([NH2:8])[S:5][C:6]=1[CH3:7].[C:9]([O:13][C:14](=[O:17])[CH2:15][Br:16])([CH3:12])([CH3:11])[CH3:10]. (3) Given the product [C:1]([O:5][C:6]([N:8]1[CH2:9][C@@H:10]([CH2:34][NH:37][CH3:36])[C@H:11]([CH2:13][N:14]([CH:31]([CH3:33])[CH3:32])[C:15](=[O:30])[C:16]2[CH:21]=[CH:20][C:19]([O:22][CH3:23])=[C:18]([O:24][CH2:25][CH2:26][CH2:27][O:28][CH3:29])[CH:17]=2)[CH2:12]1)=[O:7])([CH3:2])([CH3:3])[CH3:4], predict the reactants needed to synthesize it. The reactants are: [C:1]([O:5][C:6]([N:8]1[CH2:12][C@@H:11]([CH2:13][N:14]([CH:31]([CH3:33])[CH3:32])[C:15](=[O:30])[C:16]2[CH:21]=[CH:20][C:19]([O:22][CH3:23])=[C:18]([O:24][CH2:25][CH2:26][CH2:27][O:28][CH3:29])[CH:17]=2)[C@H:10]([CH:34]=O)[CH2:9]1)=[O:7])([CH3:4])([CH3:3])[CH3:2].[CH3:36][NH2:37].[BH4-].[Na+].